The task is: Predict the product of the given reaction.. This data is from Forward reaction prediction with 1.9M reactions from USPTO patents (1976-2016). Given the reactants [NH2:1][C:2]1[C:11]2[N:12]=[C:13]([CH2:20][O:21][CH2:22][CH3:23])[N:14]([CH2:15][C:16]([OH:19])([CH3:18])[CH3:17])[C:10]=2[C:9]2[CH:8]=[CH:7][C:6]([OH:24])=[CH:5][C:4]=2[N:3]=1.C(=O)([O-])[O-].[Cs+].[Cs+].Br[CH2:32][CH2:33][C:34]1[C:42]2[C:37](=[CH:38][CH:39]=[CH:40][CH:41]=2)[NH:36][CH:35]=1.[Cl-].[Na+], predict the reaction product. The product is: [NH2:1][C:2]1[C:11]2[N:12]=[C:13]([CH2:20][O:21][CH2:22][CH3:23])[N:14]([CH2:15][C:16]([CH3:18])([OH:19])[CH3:17])[C:10]=2[C:9]2[CH:8]=[CH:7][C:6]([O:24][CH2:32][CH2:33][C:34]3[C:42]4[C:37](=[CH:38][CH:39]=[CH:40][CH:41]=4)[NH:36][CH:35]=3)=[CH:5][C:4]=2[N:3]=1.